From a dataset of Reaction yield outcomes from USPTO patents with 853,638 reactions. Predict the reaction yield, written as a fraction of the theoretical maximum amount of product (1.0 means a 100% yield; for example, 0.34 means a 34% yield). (1) The catalyst is C1COCC1.O. The yield is 0.510. The product is [C:36]([O:35][C:33]([N:7]1[CH2:8][CH2:9][C:10]([C:11]2[CH:32]=[CH:31][C:14]3[C:15]4[N:19]([CH2:20][CH2:21][O:22][C:13]=3[CH:12]=2)[CH:18]=[C:17]([C:23]2[N:24]([CH:28]([CH3:30])[CH3:29])[N:25]=[CH:26][N:27]=2)[N:16]=4)=[C:5]([C:3]([OH:4])=[O:2])[CH2:6]1)=[O:34])([CH3:38])([CH3:39])[CH3:37]. The reactants are C[O:2][C:3]([C:5]1[CH2:6][N:7]([C:33]([O:35][C:36]([CH3:39])([CH3:38])[CH3:37])=[O:34])[CH2:8][CH2:9][C:10]=1[C:11]1[CH:32]=[CH:31][C:14]2[C:15]3[N:19]([CH2:20][CH2:21][O:22][C:13]=2[CH:12]=1)[CH:18]=[C:17]([C:23]1[N:24]([CH:28]([CH3:30])[CH3:29])[N:25]=[CH:26][N:27]=1)[N:16]=3)=[O:4].O.[OH-].[Li+]. (2) The yield is 0.870. The reactants are O=S(Cl)Cl.Cl.[NH2:6][C@H:7]([C:9]([OH:11])=[O:10])[CH3:8].[CH:12](O)([CH3:14])[CH3:13]. The product is [NH2:6][C@@H:7]([CH3:8])[C:9]([O:11][CH:12]([CH3:14])[CH3:13])=[O:10]. No catalyst specified. (3) The reactants are [F-].C([N+](CCCC)(CCCC)CCCC)CCC.[CH3:19][C:20]1[C:21]([C:25]2[CH:32]=[CH:31][CH:30]=[CH:29][C:26]=2[CH:27]=[O:28])=[CH:22][S:23][CH:24]=1.[F:33][C:34]([Si](C)(C)C)([F:36])[F:35].Cl. The catalyst is C1COCC1. The product is [F:33][C:34]([F:36])([F:35])[CH:27]([C:26]1[CH:29]=[CH:30][CH:31]=[CH:32][C:25]=1[C:21]1[C:20]([CH3:19])=[CH:24][S:23][CH:22]=1)[OH:28]. The yield is 0.970. (4) The catalyst is O1CCCC1. The reactants are [F:1][C:2]1[CH:7]=[C:6]([F:8])[CH:5]=[CH:4][C:3]=1[C:9]1[CH:10]=[C:11]2[C:16](=[CH:17][CH:18]=1)[NH:15][C:14](=[O:19])[CH2:13][CH2:12]2.C([Li])CCC.CCCCCC.[CH2:31](Br)[C:32]1[CH:37]=[CH:36][CH:35]=[CH:34][CH:33]=1. The yield is 0.350. The product is [CH2:31]([N:15]1[C:16]2[C:11](=[CH:10][C:9]([C:3]3[CH:4]=[CH:5][C:6]([F:8])=[CH:7][C:2]=3[F:1])=[CH:18][CH:17]=2)[CH2:12][CH2:13][C:14]1=[O:19])[C:32]1[CH:37]=[CH:36][CH:35]=[CH:34][CH:33]=1. (5) The reactants are [N+:1]([C:4]1[CH:5]=[C:6]([CH:8]=[CH:9][CH:10]=1)[NH2:7])([O-:3])=[O:2].[CH3:11][O-].[Na+].[BH4-].[Na+]. The catalyst is CO. The product is [CH3:11][NH:7][C:6]1[CH:8]=[CH:9][CH:10]=[C:4]([N+:1]([O-:3])=[O:2])[CH:5]=1. The yield is 0.920. (6) The reactants are [CH2:1]1[O:13][C:12]2[CH:11]=[C:10]3[C:5]([C:6]([NH:14][CH2:15][CH2:16][N:17]([CH3:19])[CH3:18])=[CH:7][CH:8]=[N:9]3)=[CH:4][C:3]=2[O:2]1.C(Cl)(=O)[C:21](Cl)=[O:22].[I:26][C:27]1[CH:35]=[CH:34][C:33]([O:36][CH3:37])=[C:32]([O:38][CH3:39])[C:28]=1C(O)=O. The catalyst is C(Cl)(Cl)Cl. The product is [CH2:1]1[O:13][C:12]2[CH:11]=[C:10]3[C:5]([C:6]([N:14]([CH2:15][CH2:16][N:17]([CH3:19])[CH3:18])[C:21](=[O:22])[C:35]4[CH:34]=[C:33]([O:36][CH3:37])[C:32]([O:38][CH3:39])=[CH:28][C:27]=4[I:26])=[CH:7][CH:8]=[N:9]3)=[CH:4][C:3]=2[O:2]1. The yield is 0.710. (7) The reactants are [Br:1][C:2]1[CH:3]=[C:4]2[C:9](=[CH:10][CH:11]=1)[CH:8]=[C:7]([OH:12])[CH:6]=[CH:5]2.Cl.Cl[CH2:15][CH2:16][N:17]1[CH2:22][CH2:21][O:20][CH2:19][CH2:18]1.C(=O)([O-])[O-].[K+].[K+]. The catalyst is CN(C=O)C.C(OCC)(=O)C. The product is [Br:1][C:2]1[CH:3]=[C:4]2[C:9](=[CH:10][CH:11]=1)[CH:8]=[C:7]([O:12][CH2:15][CH2:16][N:17]1[CH2:22][CH2:21][O:20][CH2:19][CH2:18]1)[CH:6]=[CH:5]2. The yield is 0.940.